This data is from Forward reaction prediction with 1.9M reactions from USPTO patents (1976-2016). The task is: Predict the product of the given reaction. Given the reactants [C:1]1([CH:7]([C:11]2[CH:16]=[CH:15][CH:14]=[CH:13][CH:12]=2)[C:8](Cl)=[O:9])[CH:6]=[CH:5][CH:4]=[CH:3][CH:2]=1.[NH2:17][CH2:18][CH2:19][CH2:20][N:21]1[CH2:26][CH2:25][CH:24]([C:27]2[CH:28]=[C:29]([NH:33][C:34](=[O:43])[O:35][CH2:36][C:37]3[CH:42]=[CH:41][CH:40]=[CH:39][CH:38]=3)[CH:30]=[CH:31][CH:32]=2)[CH2:23][CH2:22]1, predict the reaction product. The product is: [C:1]1([CH:7]([C:11]2[CH:16]=[CH:15][CH:14]=[CH:13][CH:12]=2)[C:8]([NH:17][CH2:18][CH2:19][CH2:20][N:21]2[CH2:26][CH2:25][CH:24]([C:27]3[CH:28]=[C:29]([NH:33][C:34](=[O:43])[O:35][CH2:36][C:37]4[CH:42]=[CH:41][CH:40]=[CH:39][CH:38]=4)[CH:30]=[CH:31][CH:32]=3)[CH2:23][CH2:22]2)=[O:9])[CH:6]=[CH:5][CH:4]=[CH:3][CH:2]=1.